Dataset: Forward reaction prediction with 1.9M reactions from USPTO patents (1976-2016). Task: Predict the product of the given reaction. (1) Given the reactants [C:1]([C:3]1[N:4]=[CH:5][C:6]([NH:9][C:10]2[CH:19]=[C:18]([NH:20][CH:21]3[CH2:26][CH2:25][N:24]([CH3:27])[CH2:23][CH2:22]3)[C:13]([C:14]([O:16]C)=[O:15])=[CH:12][N:11]=2)=[N:7][CH:8]=1)#[N:2].[I-].[Li+], predict the reaction product. The product is: [C:1]([C:3]1[N:4]=[CH:5][C:6]([NH:9][C:10]2[CH:19]=[C:18]([NH:20][CH:21]3[CH2:26][CH2:25][N:24]([CH3:27])[CH2:23][CH2:22]3)[C:13]([C:14]([OH:16])=[O:15])=[CH:12][N:11]=2)=[N:7][CH:8]=1)#[N:2]. (2) Given the reactants Cl.[Cl-].C1([P+](C2C=CC=CC=2)(C2C=CC=CC=2)[CH2:10][C:11]2[CH:16]=[CH:15][CH:14]=[CH:13][N:12]=2)C=CC=CC=1.C[Si]([N-][Si](C)(C)C)(C)C.[Na+].[CH3:39][N:40](/[CH:42]=[N:43]/[S:44]([C:47]1[CH:52]=[CH:51][C:50]([N:53]2[C:57]([CH2:58][C:59]3[CH:64]=[CH:63][CH:62]=[C:61]([CH3:65])[CH:60]=3)=[N:56][C:55]([CH:66]=O)=[N:54]2)=[C:49]([F:68])[CH:48]=1)(=[O:46])=[O:45])[CH3:41], predict the reaction product. The product is: [CH3:39][N:40](/[CH:42]=[N:43]/[S:44]([C:47]1[CH:52]=[CH:51][C:50]([N:53]2[C:57]([CH2:58][C:59]3[CH:64]=[CH:63][CH:62]=[C:61]([CH3:65])[CH:60]=3)=[N:56][C:55](/[CH:66]=[CH:10]/[C:11]3[CH:16]=[CH:15][CH:14]=[CH:13][N:12]=3)=[N:54]2)=[C:49]([F:68])[CH:48]=1)(=[O:46])=[O:45])[CH3:41]. (3) Given the reactants [C@@H:1]1([N:9]2[CH:17]=[C:15]([CH3:16])[C:13](=[O:14])[NH:12][C:10]2=[O:11])[O:8][C@H:5]([CH2:6][OH:7])[C@@H:3](O)[CH2:2]1.C1(P(C2C=CC=CC=2)C2C=CC=CC=2)C=CC=CC=1, predict the reaction product. The product is: [CH3:16][C:15]1[C:13](=[O:14])[N:12]=[C:10]2[N:9]([C@@H:1]3[O:8][C@H:5]([CH2:6][OH:7])[C@H:3]([O:11]2)[CH2:2]3)[CH:17]=1. (4) Given the reactants [C:1]([O:5][C:6](=[O:32])[CH2:7][N:8]1[CH:12]=[C:11]([C:13]2[C:25]3[C:24]4[C:19](=[CH:20][CH:21]=[CH:22][CH:23]=4)[C:18]([OH:30])([C:26]([F:29])([F:28])[F:27])[C:17]=3[CH:16]=[C:15]([F:31])[CH:14]=2)[CH:10]=[N:9]1)(C)(C)[CH3:2].[CH:33](OCC)=[O:34].[H-].[Na+].Cl, predict the reaction product. The product is: [F:31][C:15]1[CH:14]=[C:13]([C:11]2[CH:10]=[N:9][N:8]([CH:7]([CH:33]=[O:34])[C:6]([O:5][CH2:1][CH3:2])=[O:32])[CH:12]=2)[C:25]2[C:24]3[C:19](=[CH:20][CH:21]=[CH:22][CH:23]=3)[C:18]([OH:30])([C:26]([F:29])([F:28])[F:27])[C:17]=2[CH:16]=1. (5) Given the reactants [C:1]1([C@H:7]2[C@@H:11]([C:12]3[CH:17]=[CH:16][CH:15]=[CH:14][CH:13]=3)[NH:10][C:9](=[S:18])[NH:8]2)[CH:6]=[CH:5][CH:4]=[CH:3][CH:2]=1.[CH3:19][C:20]1[CH:27]=[C:26]([CH3:28])[CH:25]=[CH:24][C:21]=1[CH2:22][Cl:23], predict the reaction product. The product is: [ClH:23].[CH3:19][C:20]1[CH:27]=[C:26]([CH3:28])[CH:25]=[CH:24][C:21]=1[CH2:22][S:18][C:9]1[NH:8][C@H:7]([C:1]2[CH:2]=[CH:3][CH:4]=[CH:5][CH:6]=2)[C@H:11]([C:12]2[CH:13]=[CH:14][CH:15]=[CH:16][CH:17]=2)[N:10]=1. (6) The product is: [C:32]([O:31][C:30](=[O:36])[NH:29][CH:26]1[CH2:27][CH2:28][N:23]([CH2:7][C:8]([F:19])([F:20])[C:9]2[CH:14]=[CH:13][C:12]([C:15]([F:16])([F:17])[F:18])=[CH:11][N:10]=2)[CH2:24][CH2:25]1)([CH3:35])([CH3:33])[CH3:34]. Given the reactants FC(F)(F)S(O[CH2:7][C:8]([F:20])([F:19])[C:9]1[CH:14]=[CH:13][C:12]([C:15]([F:18])([F:17])[F:16])=[CH:11][N:10]=1)(=O)=O.[NH:23]1[CH2:28][CH2:27][CH:26]([NH:29][C:30](=[O:36])[O:31][C:32]([CH3:35])([CH3:34])[CH3:33])[CH2:25][CH2:24]1.CCN(C(C)C)C(C)C, predict the reaction product. (7) Given the reactants [CH3:1][O:2][C:3]1[CH:4]=[C:5]([CH:25]=[CH:26][CH:27]=1)[CH2:6][NH:7][C:8]([C:10]1[S:24][C:13]2[N:14]([CH3:23])[C:15](=[O:22])[N:16]([CH2:19][C:20]#[N:21])[C:17](=[O:18])[C:12]=2[CH:11]=1)=[O:9], predict the reaction product. The product is: [CH3:1][O:2][C:3]1[CH:4]=[C:5]([CH:25]=[CH:26][CH:27]=1)[CH2:6][NH:7][C:8]([C:10]1[S:24][C:13]2[N:14]([CH3:23])[C:15](=[O:22])[N:16]([CH2:19][CH2:20][NH2:21])[C:17](=[O:18])[C:12]=2[CH:11]=1)=[O:9]. (8) Given the reactants [NH:1]1[C:10](=[O:11])[C:9]2[NH:8][N:7]=[N:6][C:5]=2[N:4]=[C:2]1[NH2:3].C(NC1N=C2C(N=CN2[CH:25]2[CH:29]([O:30][C:31](=[O:38])[C:32]3[CH:37]=[CH:36][CH:35]=[CH:34][CH:33]=3)[CH2:28][CH:27]([CH:39]=[CH:40][P:41]([O:46][CH2:47][CH3:48])([O:43][CH2:44][CH3:45])=[O:42])[O:26]2)=C(OC(=O)N(C2C=CC=CC=2)C2C=CC=CC=2)N=1)(=O)C.C(OP(C=CC1CC(C(=O)C2C=CC=CC=2)C(C(=O)C2C=CC=CC=2)O1)(=O)OCC)C.Cl[Sn](Cl)(Cl)Cl.C([O-])(O)=O.[Na+], predict the reaction product. The product is: [NH2:3][C:2]1[NH:1][C:10](=[O:11])[C:9]2[N:8]=[N:7][N:6]([CH:25]3[CH:29]([O:30][C:31](=[O:38])[C:32]4[CH:37]=[CH:36][CH:35]=[CH:34][CH:33]=4)[CH2:28][CH:27]([CH:39]=[CH:40][P:41]([O:43][CH2:44][CH3:45])([O:46][CH2:47][CH3:48])=[O:42])[O:26]3)[C:5]=2[N:4]=1.